From a dataset of Catalyst prediction with 721,799 reactions and 888 catalyst types from USPTO. Predict which catalyst facilitates the given reaction. (1) Reactant: [CH:1]1([C@@H:4]2[C:11]3[C:7](=[N:8][NH:9][CH:10]=3)[CH:6]([CH2:12][OH:13])[NH:5]2)[CH2:3][CH2:2]1.[F:14][C:15]([F:27])([F:26])[C:16]1[CH:21]=[CH:20][C:19]([S:22](Cl)(=[O:24])=[O:23])=[CH:18][CH:17]=1. Product: [CH:1]1([C@@H:4]2[C:11]3[C:7](=[N:8][NH:9][CH:10]=3)[CH:6]([CH2:12][OH:13])[N:5]2[S:22]([C:19]2[CH:18]=[CH:17][C:16]([C:15]([F:14])([F:26])[F:27])=[CH:21][CH:20]=2)(=[O:24])=[O:23])[CH2:3][CH2:2]1. The catalyst class is: 298. (2) Reactant: Br[CH2:2][C:3]([C:5]1[CH:10]=[CH:9][C:8]([F:11])=[CH:7][CH:6]=1)=[O:4].[N-:12]=[N+:13]=[N-:14].[Na+]. Product: [N:12]([CH2:2][C:3]([C:5]1[CH:10]=[CH:9][C:8]([F:11])=[CH:7][CH:6]=1)=[O:4])=[N+:13]=[N-:14]. The catalyst class is: 16. (3) Reactant: [Cl:1][C:2]1[CH:7]=[CH:6][C:5]([C:8]2[N:13]=[CH:12][C:11]([O:14]C)=[CH:10][N:9]=2)=[CH:4][CH:3]=1.Br. Product: [Cl:1][C:2]1[CH:3]=[CH:4][C:5]([C:8]2[N:9]=[CH:10][C:11]([OH:14])=[CH:12][N:13]=2)=[CH:6][CH:7]=1. The catalyst class is: 15. (4) Reactant: [CH3:1][N:2]1[C:6]([C:7](Cl)=[O:8])=[CH:5][C:4]([CH3:10])=[N:3]1.C1COCC1.[C:16]([C:18]1[CH:19]=[C:20]([NH2:24])[CH:21]=[CH:22][CH:23]=1)#[CH:17]. Product: [C:16]([C:18]1[CH:19]=[C:20]([NH:24][C:7]([C:6]2[N:2]([CH3:1])[N:3]=[C:4]([CH3:10])[CH:5]=2)=[O:8])[CH:21]=[CH:22][CH:23]=1)#[CH:17]. The catalyst class is: 424. (5) Reactant: FC(F)(F)[C:3]([C:5]1[C:13]2[C:8](=[C:9]([F:15])[CH:10]=[CH:11][C:12]=2[CH3:14])[N:7]([CH2:16][CH2:17][O:18][CH3:19])[CH:6]=1)=[O:4].C[OH:23]. Product: [F:15][C:9]1[CH:10]=[CH:11][C:12]([CH3:14])=[C:13]2[C:8]=1[N:7]([CH2:16][CH2:17][O:18][CH3:19])[CH:6]=[C:5]2[C:3]([OH:4])=[O:23]. The catalyst class is: 74. (6) Reactant: [Cl:1][C:2]1[S:6][CH:5]=[C:4](C(O)=O)[CH:3]=1.C([N:12]([CH2:15]C)CC)C.C1(P(N=[N+]=[N-])(C2C=CC=CC=2)=[O:24])C=CC=CC=1.[C:34]([OH:38])([CH3:37])([CH3:36])[CH3:35]. Product: [Cl:1][C:2]1[S:6][CH:5]=[C:4]([NH:12][C:15](=[O:24])[O:38][C:34]([CH3:37])([CH3:36])[CH3:35])[CH:3]=1. The catalyst class is: 3. (7) Reactant: [CH:1]1([CH2:7][N:8]2[CH2:12][CH2:11][C@@H:10]([NH:13][C:14]3[N:19]=[CH:18][C:17](/[CH:20]=[CH:21]/[C:22]([O:24][CH2:25][CH3:26])=[O:23])=[CH:16][N:15]=3)[CH2:9]2)[CH2:6][CH2:5][CH2:4][CH2:3][CH2:2]1.[C:27](O[C:27]([O:29][C:30]([CH3:33])([CH3:32])[CH3:31])=[O:28])([O:29][C:30]([CH3:33])([CH3:32])[CH3:31])=[O:28]. Product: [C:30]([O:29][C:27]([N:13]([C@@H:10]1[CH2:11][CH2:12][N:8]([CH2:7][CH:1]2[CH2:2][CH2:3][CH2:4][CH2:5][CH2:6]2)[CH2:9]1)[C:14]1[N:19]=[CH:18][C:17](/[CH:20]=[CH:21]/[C:22]([O:24][CH2:25][CH3:26])=[O:23])=[CH:16][N:15]=1)=[O:28])([CH3:33])([CH3:32])[CH3:31]. The catalyst class is: 599. (8) Reactant: CS(C)=O.[C:5]([C:7]1[CH:12]=[CH:11][C:10]([C:13]2[CH2:17][C:16]([C:22]3[CH:27]=[CH:26][C:25]([NH:28][C:29](=[O:43])[C:30]4[C:31](=[C:38]([I:42])[CH:39]=[CH:40][CH:41]=4)[C:32]([NH:34][CH:35]([CH3:37])[CH3:36])=[O:33])=[C:24]([CH3:44])[CH:23]=3)([C:18]([F:21])([F:20])[F:19])[O:15][N:14]=2)=[CH:9][CH:8]=1)#[N:6].C(=O)([O-])[O-:46].[K+].[K+].OO. Product: [C:5]([C:7]1[CH:8]=[CH:9][C:10]([C:13]2[CH2:17][C:16]([C:22]3[CH:27]=[CH:26][C:25]([NH:28][C:29](=[O:43])[C:30]4[C:31](=[C:38]([I:42])[CH:39]=[CH:40][CH:41]=4)[C:32]([NH:34][CH:35]([CH3:37])[CH3:36])=[O:33])=[C:24]([CH3:44])[CH:23]=3)([C:18]([F:20])([F:21])[F:19])[O:15][N:14]=2)=[CH:11][CH:12]=1)(=[O:46])[NH2:6]. The catalyst class is: 6.